Task: Predict the product of the given reaction.. Dataset: Forward reaction prediction with 1.9M reactions from USPTO patents (1976-2016) (1) The product is: [CH:23]1([CH2:22][CH:19]([NH:18][C:15]([C:7]2[CH:6]=[N:5][C:4]([CH:1]3[CH2:2][CH2:3]3)=[C:9]([O:10][CH2:11][CH:12]3[CH2:13][CH2:14]3)[N:8]=2)=[O:17])[CH2:20][OH:21])[CH2:26][CH2:25][CH2:24]1. Given the reactants [CH:1]1([C:4]2[N:5]=[CH:6][C:7]([C:15]([OH:17])=O)=[N:8][C:9]=2[O:10][CH2:11][CH:12]2[CH2:14][CH2:13]2)[CH2:3][CH2:2]1.[NH2:18][CH:19]([CH2:22][CH:23]1[CH2:26][CH2:25][CH2:24]1)[CH2:20][OH:21], predict the reaction product. (2) Given the reactants [CH3:1][CH:2]1[CH2:7][C:6](=[O:8])[CH:5]=[C:4]([C:9]2[S:10][CH:11]=[CH:12][CH:13]=2)[N:3]1C(OC(C)(C)C)=O.FC(F)(F)C(O)=O.C(=O)([O-])[O-].[K+].[K+], predict the reaction product. The product is: [CH3:1][CH:2]1[CH2:7][C:6](=[O:8])[CH:5]=[C:4]([C:9]2[S:10][CH:11]=[CH:12][CH:13]=2)[NH:3]1. (3) Given the reactants [C:1]1([S:7]([N:10]2[C:14]3=[N:15][CH:16]=[C:17]([F:19])[CH:18]=[C:13]3[CH:12]=[C:11]2[CH:20]([OH:27])[CH2:21][CH:22]2[CH2:26][CH2:25][CH2:24][CH2:23]2)(=[O:9])=[O:8])[CH:6]=[CH:5][CH:4]=[CH:3][CH:2]=1.CC(OI1(OC(C)=O)(OC(C)=O)OC(=O)C2C=CC=CC1=2)=O, predict the reaction product. The product is: [C:1]1([S:7]([N:10]2[C:14]3=[N:15][CH:16]=[C:17]([F:19])[CH:18]=[C:13]3[CH:12]=[C:11]2[C:20](=[O:27])[CH2:21][CH:22]2[CH2:23][CH2:24][CH2:25][CH2:26]2)(=[O:9])=[O:8])[CH:2]=[CH:3][CH:4]=[CH:5][CH:6]=1. (4) Given the reactants [C:1]([N:4]1[C:13]2[C:8](=[CH:9][C:10]([C:14]3[N:15]=[N:16][N:17]([CH2:19][CH2:20][O:21][Si](C(C)(C)C)(C)C)[CH:18]=3)=[CH:11][CH:12]=2)[C@H:7]([NH:29]C(=O)OC(C)(C)C)[CH2:6][C@@H:5]1[CH3:37])(=[O:3])[CH3:2].FC(F)(F)C(O)=O, predict the reaction product. The product is: [C:1]([N:4]1[C:13]2[C:8](=[CH:9][C:10]([C:14]3[N:15]=[N:16][N:17]([CH2:19][CH2:20][OH:21])[CH:18]=3)=[CH:11][CH:12]=2)[C@H:7]([NH2:29])[CH2:6][C@@H:5]1[CH3:37])(=[O:3])[CH3:2]. (5) Given the reactants [Cl:1][C:2]1[CH:3]=[C:4]([NH:9][C:10]2[C:19]3[C:14](=[CH:15][C:16]([O:23][CH3:24])=[C:17]([N+:20]([O-])=O)[CH:18]=3)[N:13]=[CH:12][C:11]=2[C:25]#[N:26])[CH:5]=[CH:6][C:7]=1[F:8].[Cl-].[NH4+].CO, predict the reaction product. The product is: [NH2:20][C:17]1[CH:18]=[C:19]2[C:14](=[CH:15][C:16]=1[O:23][CH3:24])[N:13]=[CH:12][C:11]([C:25]#[N:26])=[C:10]2[NH:9][C:4]1[CH:5]=[CH:6][C:7]([F:8])=[C:2]([Cl:1])[CH:3]=1. (6) Given the reactants [Cl:1][C:2]1[C:7]([O:8][CH3:9])=[CH:6][C:5]([O:10][CH3:11])=[C:4]([Cl:12])[C:3]=1[C:13]1[CH:22]=[CH:21][C:20]([C:23]([OH:25])=O)=[C:19]2[C:14]=1[CH:15]=[CH:16][CH:17]=[N:18]2.[CH2:26]([N:28]1[CH2:33][CH2:32][N:31]([CH2:34][C:35]2[N:40]=[CH:39][C:38]([NH2:41])=[CH:37][CH:36]=2)[CH2:30][CH2:29]1)[CH3:27], predict the reaction product. The product is: [CH2:26]([N:28]1[CH2:29][CH2:30][N:31]([CH2:34][C:35]2[N:40]=[CH:39][C:38]([NH:41][C:23]([C:20]3[CH:21]=[CH:22][C:13]([C:3]4[C:4]([Cl:12])=[C:5]([O:10][CH3:11])[CH:6]=[C:7]([O:8][CH3:9])[C:2]=4[Cl:1])=[C:14]4[C:19]=3[N:18]=[CH:17][CH:16]=[CH:15]4)=[O:25])=[CH:37][CH:36]=2)[CH2:32][CH2:33]1)[CH3:27]. (7) Given the reactants [CH2:1]([C:5]1[N:10]2[N:11]=[CH:12][N:13]=[C:9]2[N:8]([CH:14]2[CH2:25][CH2:24][C:17]3([O:21][CH:20]([CH3:22])[CH:19]([CH3:23])[O:18]3)[CH2:16][CH2:15]2)[C:7](=[O:26])[C:6]=1[CH2:27][C:28]1[CH:33]=[CH:32][C:31]([C:34]2[C:35]([C:40]#[N:41])=[CH:36][CH:37]=[CH:38][CH:39]=2)=[CH:30][CH:29]=1)[CH2:2][CH2:3][CH3:4].C([BH3-])#N.[Na+].O1CCCC1, predict the reaction product. The product is: [CH2:1]([C:5]1[N:10]2[N:11]=[CH:12][N:13]=[C:9]2[N:8]([C@H:14]2[CH2:25][CH2:24][C@H:17]([O:18][CH:19]([CH3:23])[CH:20]([OH:21])[CH3:22])[CH2:16][CH2:15]2)[C:7](=[O:26])[C:6]=1[CH2:27][C:28]1[CH:33]=[CH:32][C:31]([C:34]2[C:35]([C:40]#[N:41])=[CH:36][CH:37]=[CH:38][CH:39]=2)=[CH:30][CH:29]=1)[CH2:2][CH2:3][CH3:4].